From a dataset of Catalyst prediction with 721,799 reactions and 888 catalyst types from USPTO. Predict which catalyst facilitates the given reaction. (1) Reactant: [CH2:1]([Br:4])[CH:2]=[CH2:3].[CH3:5][O:6][C:7]1[CH:8]=[C:9](CCCO)[CH:10]=[CH:11][CH:12]=1. Product: [CH3:5][O:6][C:7]1[CH:12]=[C:11]([CH2:3][CH2:2][CH2:1][Br:4])[CH:10]=[CH:9][CH:8]=1. The catalyst class is: 23. (2) Reactant: [C:1]([O:5][C:6]([NH:8][C@H:9]([C:22]([O:24][CH3:25])=[O:23])[CH2:10][C:11]1[S:12][C:13]([CH2:16][CH2:17][CH2:18][C:19](=O)[CH3:20])=[CH:14][CH:15]=1)=[O:7])([CH3:4])([CH3:3])[CH3:2].[NH2:26][C:27]1[C:32]([CH:33]=O)=[CH:31][CH:30]=[CH:29][N:28]=1.N1CCC[C@H]1C(O)=O. Product: [C:1]([O:5][C:6]([NH:8][C@H:9]([C:22]([O:24][CH3:25])=[O:23])[CH2:10][C:11]1[S:12][C:13]([CH2:16][CH2:17][CH2:18][C:19]2[CH:20]=[CH:33][C:32]3[C:27](=[N:28][CH:29]=[CH:30][CH:31]=3)[N:26]=2)=[CH:14][CH:15]=1)=[O:7])([CH3:4])([CH3:3])[CH3:2]. The catalyst class is: 8. (3) The catalyst class is: 466. Reactant: [NH2:1][C:2]1[CH:3]=[CH:4][CH:5]=[C:6]2[C:10]=1[C:9](=[O:11])[N:8]([CH2:12][CH2:13][C:14]1[CH:23]=[CH:22][C:21]3[C:16](=[CH:17][CH:18]=[CH:19][CH:20]=3)[N:15]=1)[CH2:7]2.[N:24]1[CH:29]=[CH:28][CH:27]=[CH:26][C:25]=1[CH:30]=O.C([BH3-])#N.[Na+].C([O-])(O)=O.[Na+]. Product: [N:24]1[CH:29]=[CH:28][CH:27]=[CH:26][C:25]=1[CH2:30][NH:1][C:2]1[CH:3]=[CH:4][CH:5]=[C:6]2[C:10]=1[C:9](=[O:11])[N:8]([CH2:12][CH2:13][C:14]1[CH:23]=[CH:22][C:21]3[C:16](=[CH:17][CH:18]=[CH:19][CH:20]=3)[N:15]=1)[CH2:7]2. (4) Reactant: [NH:1]([CH2:5][CH2:6][OH:7])[CH2:2][CH2:3][OH:4].C(N(CC)CC)C.[F:15][C:16]([F:50])([F:49])[C:17]1[CH:22]=[C:21]([C:23]2[CH:28]=[CH:27][C:26]([C:29]([F:32])([F:31])[F:30])=[CH:25][CH:24]=2)[N:20]=[C:19]([C:33]2[CH:34]=[C:35]([C:39]3[CH:44]=[CH:43][CH:42]=[C:41]([S:45](Cl)(=[O:47])=[O:46])[CH:40]=3)[CH:36]=[CH:37][CH:38]=2)[N:18]=1. Product: [OH:4][CH2:3][CH2:2][N:1]([CH2:5][CH2:6][OH:7])[S:45]([C:41]1[CH:40]=[C:39]([C:35]2[CH:36]=[CH:37][CH:38]=[C:33]([C:19]3[N:18]=[C:17]([C:16]([F:15])([F:49])[F:50])[CH:22]=[C:21]([C:23]4[CH:28]=[CH:27][C:26]([C:29]([F:32])([F:30])[F:31])=[CH:25][CH:24]=4)[N:20]=3)[CH:34]=2)[CH:44]=[CH:43][CH:42]=1)(=[O:46])=[O:47]. The catalyst class is: 1.